Dataset: Catalyst prediction with 721,799 reactions and 888 catalyst types from USPTO. Task: Predict which catalyst facilitates the given reaction. (1) Reactant: P12(SP3(SP(SP(S3)(S1)=S)(=S)S2)=S)=[S:2].[Cl:15][C:16]1[CH:17]=[C:18]([CH:22]2[C:28]3[CH:29]=[C:30]([CH:33]([C:40]4[CH:45]=[CH:44][C:43]([Cl:46])=[CH:42][CH:41]=4)[C:34]4[N:38]([CH3:39])[CH:37]=[N:36][CH:35]=4)[CH:31]=[CH:32][C:27]=3[NH:26][C:25](=O)[CH2:24][S:23]2)[CH:19]=[CH:20][CH:21]=1. Product: [Cl:15][C:16]1[CH:17]=[C:18]([CH:22]2[C:28]3[CH:29]=[C:30]([CH:33]([C:40]4[CH:45]=[CH:44][C:43]([Cl:46])=[CH:42][CH:41]=4)[C:34]4[N:38]([CH3:39])[CH:37]=[N:36][CH:35]=4)[CH:31]=[CH:32][C:27]=3[NH:26][C:25](=[S:2])[CH2:24][S:23]2)[CH:19]=[CH:20][CH:21]=1. The catalyst class is: 1. (2) Reactant: [Br-].Cl[C:3]1[C:12]2[C:7](=[CH:8][CH:9]=[CH:10][C:11]=2[CH2:13][N+:14]([CH2:19][CH3:20])([CH2:17][CH3:18])CC)[N:6]=[CH:5][N:4]=1.[F:21][C:22]1[CH:23]=[C:24]([CH:36]=[CH:37][CH:38]=1)[CH2:25][N:26]1[C:34]2[C:29](=[CH:30][C:31]([NH2:35])=[CH:32][CH:33]=2)[CH:28]=[N:27]1.N1CC[CH:42]([NH:45][C:46](=[O:52])[O:47][C:48]([CH3:51])([CH3:50])[CH3:49])CC1. Product: [F:21][C:22]1[CH:23]=[C:24]([CH:36]=[CH:37][CH:38]=1)[CH2:25][N:26]1[C:34]2[C:29](=[CH:30][C:31]([NH:35][C:3]3[C:12]4[C:7](=[CH:8][CH:9]=[CH:10][C:11]=4[CH2:13][N:14]4[CH2:17][CH2:18][CH:42]([NH:45][C:46](=[O:52])[O:47][C:48]([CH3:51])([CH3:50])[CH3:49])[CH2:20][CH2:19]4)[N:6]=[CH:5][N:4]=3)=[CH:32][CH:33]=2)[CH:28]=[N:27]1. The catalyst class is: 23. (3) Reactant: [CH:1]1([CH2:4][N:5]2[CH:9]=[C:8]([NH:10][C:11]([C:13]3[CH:14]=[C:15]([C@@H:19]4[CH2:21][C@H:20]4[NH:22]C(=O)OC(C)(C)C)[CH:16]=[CH:17][CH:18]=3)=[O:12])[CH:7]=[N:6]2)[CH2:3][CH2:2]1.[ClH:30].C(OCC)(=O)C. Product: [ClH:30].[ClH:30].[NH2:22][C@@H:20]1[CH2:21][C@H:19]1[C:15]1[CH:14]=[C:13]([CH:18]=[CH:17][CH:16]=1)[C:11]([NH:10][C:8]1[CH:7]=[N:6][N:5]([CH2:4][CH:1]2[CH2:2][CH2:3]2)[CH:9]=1)=[O:12]. The catalyst class is: 92. (4) The catalyst class is: 600. Product: [F:20][C:21]1[CH:26]=[CH:25][CH:24]=[CH:23][C:22]=1[C:2]1[C:11]2[O:10][C@@H:9]([CH3:12])[CH2:8][N:7]([C:13]([O:15][C:16]([CH3:19])([CH3:18])[CH3:17])=[O:14])[CH2:6][C:5]=2[S:4][CH:3]=1. Reactant: Br[C:2]1[C:11]2[O:10][C@@H:9]([CH3:12])[CH2:8][N:7]([C:13]([O:15][C:16]([CH3:19])([CH3:18])[CH3:17])=[O:14])[CH2:6][C:5]=2[S:4][CH:3]=1.[F:20][C:21]1[CH:26]=[CH:25][CH:24]=[CH:23][C:22]=1B(O)O.C(=O)([O-])[O-].[K+].[K+].O.